From a dataset of Experimentally validated miRNA-target interactions with 360,000+ pairs, plus equal number of negative samples. Binary Classification. Given a miRNA mature sequence and a target amino acid sequence, predict their likelihood of interaction. (1) The miRNA is hsa-miR-4257 with sequence CCAGAGGUGGGGACUGAG. The protein sequence of the target gene is MAKFRRRTCIILALFILFIFSLMMGLKMLRPNTATFGAPFGLDLLPELHQRTIHLGKNFDFQKSDRINSETNTKNLKSVEITMKPSKASELNLDELPPLNNYLHVFYYSWYGNPQFDGKYIHWNHPVLEHWDPRIAKNYPQGRHNPPDDIGSSFYPELGSYSSRDPSVIETHMRQMRSASIGVLALSWYPPDVNDENGEPTDNLVPTILDKAHKYNLKVTFHIEPYSNRDDQNMYKNVKYIIDKYGNHPAFYRYKTKTGNALPMFYVYDSYITKPEKWANLLTTSGSRSIRNSPYDGLFI.... Result: 0 (no interaction). (2) The miRNA is mmu-miR-135a-1-3p with sequence UAUAGGGAUUGGAGCCGUGGCG. The protein sequence of the target gene is MAVQVLRQMVYFLLSLFSLVQGAHSGSPREDFRFCGQRNQTQQSTLHYDQSSEPHIFVWNTEETLTIRAPFLAAPDIPRFFPEPRGLYHFCLYWSRHTGRLHLRYGKHDYLLSSQASRLLCFQKQEQSLKQGAPLIATSVSSWQIPQNTSLPGAPSFIFSFHNAPHKVSHNASVDMCDLKKELQQLSRYLQHPQKAAKRPTAAFISQQLQSLESKLTSVSFLGDTLSFEEDRVNATVWKLPPTAGLEDLHIHSQKEEEQSEVQAYSLLLPRAVFQQTRGRRRDDAKRLLVVDFSSQALFQ.... Result: 0 (no interaction). (3) The miRNA is hsa-miR-1251-3p with sequence CGCUUUGCUCAGCCAGUGUAG. The protein sequence of the target gene is MMPSPSDSSRSLTSRPSTRGLTHLRLHRPWLQALLTLGLVQVLLGILVVTFSMVASSVTTTESIKRSCPSWAGFSLAFSGVVGIVSWKRPFTLVISFFSLLSVLCVMLSMAGSVLSCKNAQLARDFQQCSLEGKVCVCCPSVPLLRPCPESGQELKVAPNSTCDEARGALKNLLFSVCGLTICAAIICTLSAIVCCIQIFSLDLVHTLAPERSVSGPLGPLGCTSPPPAPLLHTMLDLEEFVPPVPPPPYYPPEYTCSSETDAQSITYNGSMDSPVPLYPTDCPPSYEAVMGLRGDSQAT.... Result: 0 (no interaction).